This data is from Peptide-MHC class I binding affinity with 185,985 pairs from IEDB/IMGT. The task is: Regression. Given a peptide amino acid sequence and an MHC pseudo amino acid sequence, predict their binding affinity value. This is MHC class I binding data. (1) The MHC is HLA-A02:01 with pseudo-sequence HLA-A02:01. The peptide sequence is AMYYRRTER. The binding affinity (normalized) is 0.261. (2) The peptide sequence is KYKLKHIVW. The MHC is HLA-B35:01 with pseudo-sequence HLA-B35:01. The binding affinity (normalized) is 0. (3) The binding affinity (normalized) is 0.372. The peptide sequence is REMLAHAEET. The MHC is HLA-B44:02 with pseudo-sequence HLA-B44:02. (4) The peptide sequence is ACQEAVKLK. The MHC is HLA-A31:01 with pseudo-sequence HLA-A31:01. The binding affinity (normalized) is 0. (5) The peptide sequence is RPTPKKMNIV. The MHC is HLA-B53:01 with pseudo-sequence HLA-B53:01. The binding affinity (normalized) is 0. (6) The peptide sequence is IVVPVIDRL. The MHC is HLA-A02:01 with pseudo-sequence HLA-A02:01. The binding affinity (normalized) is 0.493. (7) The peptide sequence is MQLQLNCAY. The MHC is HLA-A01:01 with pseudo-sequence HLA-A01:01. The binding affinity (normalized) is 0.267. (8) The peptide sequence is LQDDFDFNY. The MHC is HLA-A01:01 with pseudo-sequence HLA-A01:01. The binding affinity (normalized) is 0.356. (9) The peptide sequence is RLFFIDWEY. The MHC is HLA-A02:01 with pseudo-sequence HLA-A02:01. The binding affinity (normalized) is 0.0847. (10) The peptide sequence is RADSMMLGY. The MHC is HLA-A03:01 with pseudo-sequence HLA-A03:01. The binding affinity (normalized) is 0.0847.